Dataset: Full USPTO retrosynthesis dataset with 1.9M reactions from patents (1976-2016). Task: Predict the reactants needed to synthesize the given product. (1) Given the product [F:20][C:21]1[CH:22]=[C:23]([CH:26]=[C:27]([F:29])[CH:28]=1)[CH2:24][NH:25][S:16]([C:14]1[O:15][C:11]([C:5]2[CH:4]=[C:3]([CH2:1][CH3:2])[C:8](=[O:9])[NH:7][C:6]=2[CH3:10])=[CH:12][CH:13]=1)(=[O:18])=[O:17], predict the reactants needed to synthesize it. The reactants are: [CH2:1]([C:3]1[C:8](=[O:9])[NH:7][C:6]([CH3:10])=[C:5]([C:11]2[O:15][C:14]([S:16](Cl)(=[O:18])=[O:17])=[CH:13][CH:12]=2)[CH:4]=1)[CH3:2].[F:20][C:21]1[CH:22]=[C:23]([CH:26]=[C:27]([F:29])[CH:28]=1)[CH2:24][NH2:25]. (2) Given the product [C:4]1(=[O:6])[NH:5][C:1](=[O:7])[CH:2]=[CH:3]1.[C:11]1(=[O:12])[O:13][C:8](=[O:14])[CH:9]=[CH:10]1, predict the reactants needed to synthesize it. The reactants are: [C:1]1(=[O:7])[NH:5][C:4](=[O:6])[CH:3]=[CH:2]1.[C:8]1(=[O:14])[O:13][C:11](=[O:12])[CH:10]=[CH:9]1.CC(=C)C.N(C(C)(C)C#N)=NC(C)(C)C#N. (3) Given the product [C:1]([O:5][C:6]([N:8]1[CH2:13][CH2:12][N:11]([C:14]2[CH:15]=[N:16][C:17]([NH:20][C:21]3[N:22]=[CH:23][C:24]4[N:33]=[C:37]([CH2:38][CH3:39])[C:36](=[O:35])[N:27]([CH:28]5[CH2:32][CH2:31][CH2:30][CH2:29]5)[C:25]=4[N:26]=3)=[CH:18][CH:19]=2)[CH2:10][CH2:9]1)=[O:7])([CH3:4])([CH3:2])[CH3:3], predict the reactants needed to synthesize it. The reactants are: [C:1]([O:5][C:6]([N:8]1[CH2:13][CH2:12][N:11]([C:14]2[CH:15]=[N:16][C:17]([NH:20][C:21]3[N:26]=[C:25]([NH:27][CH:28]4[CH2:32][CH2:31][CH2:30][CH2:29]4)[C:24]([NH2:33])=[CH:23][N:22]=3)=[CH:18][CH:19]=2)[CH2:10][CH2:9]1)=[O:7])([CH3:4])([CH3:3])[CH3:2].C[O:35][C:36](=O)[C:37](=O)[CH2:38][CH3:39].C(=O)(O)[O-].[Na+]. (4) Given the product [C:8]([C:6]1[CH:7]=[C:2]([NH:1][C:70]([NH:67][C:21]2[C:30]3[C:25](=[CH:26][CH:27]=[CH:28][CH:29]=3)[C:24]([O:31][C:32]3[CH:37]=[CH:36][N:35]=[C:34]([NH:38][C:39]4[CH:44]=[C:43]([O:45][CH2:46][CH2:47][O:48][CH2:49][CH2:50][O:51][CH2:52][CH2:53][O:54][CH3:55])[CH:42]=[C:41]([O:56][CH3:57])[CH:40]=4)[N:33]=3)=[CH:23][CH:22]=2)=[O:75])[C:3]([O:16][CH3:17])=[C:4]([S:12]([NH2:15])(=[O:14])=[O:13])[CH:5]=1)([CH3:10])([CH3:11])[CH3:9], predict the reactants needed to synthesize it. The reactants are: [NH2:1][C:2]1[C:3]([O:16][CH3:17])=[C:4]([S:12]([NH2:15])(=[O:14])=[O:13])[CH:5]=[C:6]([C:8]([CH3:11])([CH3:10])[CH3:9])[CH:7]=1.C(=O)(O[C:21]1[C:30]2[C:25](=[CH:26][CH:27]=[CH:28][CH:29]=2)[C:24]([O:31][C:32]2[CH:37]=[CH:36][N:35]=[C:34]([NH:38][C:39]3[CH:44]=[C:43]([O:45][CH2:46][CH2:47][O:48][CH2:49][CH2:50][O:51][CH2:52][CH2:53][O:54][CH3:55])[CH:42]=[C:41]([O:56][CH3:57])[CH:40]=3)[N:33]=2)=[CH:23][C:22]=1C1C=CC=CC=1)N.CC[N:67]([CH2:70]C)CC.C([O:75]C(C)=O)(C)C.